From a dataset of Reaction yield outcomes from USPTO patents with 853,638 reactions. Predict the reaction yield, written as a fraction of the theoretical maximum amount of product (1.0 means a 100% yield; for example, 0.34 means a 34% yield). (1) The reactants are Br[C:2]1[CH:9]=[CH:8][C:5]([CH:6]=[O:7])=[CH:4][CH:3]=1.[CH2:10](B(O)O)[CH2:11][CH3:12]. No catalyst specified. The product is [CH2:10]([C:2]1[CH:9]=[CH:8][C:5]([CH:6]=[O:7])=[CH:4][CH:3]=1)[CH2:11][CH3:12]. The yield is 0.290. (2) The catalyst is C([O-])(=O)C.[Pd+2].C([O-])(=O)C.C1(C)C=CC=CC=1. The yield is 0.960. The product is [C:23]1([C@@H:29]([NH:31][C:2]2[C:3]([CH3:22])=[C:4]([CH3:21])[C:5]3[O:9][C:8]([CH3:11])([CH3:10])[CH:7]([C:12]4[CH:17]=[CH:16][C:15]([CH3:18])=[CH:14][CH:13]=4)[C:6]=3[C:19]=2[CH3:20])[CH3:30])[CH:28]=[CH:27][CH:26]=[CH:25][CH:24]=1. The reactants are Br[C:2]1[C:3]([CH3:22])=[C:4]([CH3:21])[C:5]2[O:9][C:8]([CH3:11])([CH3:10])[CH:7]([C:12]3[CH:17]=[CH:16][C:15]([CH3:18])=[CH:14][CH:13]=3)[C:6]=2[C:19]=1[CH3:20].[C:23]1([C@@H:29]([NH2:31])[CH3:30])[CH:28]=[CH:27][CH:26]=[CH:25][CH:24]=1.CC(C)([O-])C.[Na+].Cl.